Predict the product of the given reaction. From a dataset of Forward reaction prediction with 1.9M reactions from USPTO patents (1976-2016). Given the reactants [CH2:1]([S:3][C:4]1[C:9]([C:10]([NH:12][CH2:13][C:14]2[CH:19]=[CH:18][CH:17]=[C:16]([F:20])[CH:15]=2)=[O:11])=[C:8](C)[CH:7]=C(NC)[N:5]=1)[CH3:2].C[CH2:25][N:26]([CH:30]([CH3:32])C)[CH:27]([CH3:29])C.CC(OC(C)=O)=[O:35], predict the reaction product. The product is: [C:30]([N:26]([CH3:25])[C:27]1[N:5]=[C:4]([S:3][CH2:1][CH3:2])[C:9]([C:10]([NH:12][CH2:13][C:14]2[CH:19]=[CH:18][CH:17]=[C:16]([F:20])[CH:15]=2)=[O:11])=[C:8]([CH3:7])[CH:29]=1)(=[O:35])[CH3:32].